Predict the reactants needed to synthesize the given product. From a dataset of Full USPTO retrosynthesis dataset with 1.9M reactions from patents (1976-2016). (1) Given the product [C:32]1([C:54]2[CH:55]=[CH:56][CH:57]=[CH:58][CH:59]=2)[CH:37]=[CH:36][CH:35]=[C:34]([NH:38][C@@H:39]([CH2:43][C:44]2[CH:49]=[CH:48][C:47]([O:50][CH3:51])=[C:46]([O:52][CH3:53])[CH:45]=2)[C:6]([NH:7][C@H:8]([C:10](=[O:30])[NH:11][C@H:12]([B:17]2[O:25][C@H:24]3[C@:19]([CH3:29])([C@H:20]4[CH2:26][C@@H:22]([CH2:23]3)[C:21]4([CH3:27])[CH3:28])[O:18]2)[CH2:13][CH:14]([CH3:16])[CH3:15])[CH3:9])=[O:31])[CH:33]=1, predict the reactants needed to synthesize it. The reactants are: C(O[C:6](=[O:31])[NH:7][C@H:8]([C:10](=[O:30])[NH:11][C@H:12]([B:17]1[O:25][C@H:24]2[C@:19]([CH3:29])([C@H:20]3[CH2:26][C@@H:22]([CH2:23]2)[C:21]3([CH3:28])[CH3:27])[O:18]1)[CH2:13][CH:14]([CH3:16])[CH3:15])[CH3:9])(C)(C)C.[C:32]1([C:54]2[CH:59]=[CH:58][CH:57]=[CH:56][CH:55]=2)[CH:37]=[CH:36][CH:35]=[C:34]([NH:38][C@@H:39]([CH2:43][C:44]2[CH:49]=[CH:48][C:47]([O:50][CH3:51])=[C:46]([O:52][CH3:53])[CH:45]=2)C(O)=O)[CH:33]=1. (2) Given the product [CH3:9][O:8][C:7]1[C:2]([C:26]2[CH:25]=[CH:24][CH:23]=[C:22]([N+:19]([O-:21])=[O:20])[CH:27]=2)=[CH:3][C:4]([CH2:10][CH2:11][N:12]2[CH:17]=[CH:16][CH:15]=[CH:14][C:13]2=[O:18])=[CH:5][CH:6]=1, predict the reactants needed to synthesize it. The reactants are: Br[C:2]1[CH:3]=[C:4]([CH2:10][CH2:11][N:12]2[CH:17]=[CH:16][CH:15]=[CH:14][C:13]2=[O:18])[CH:5]=[CH:6][C:7]=1[O:8][CH3:9].[N+:19]([C:22]1[CH:23]=[C:24](B(O)O)[CH:25]=[CH:26][CH:27]=1)([O-:21])=[O:20].C1C=CC(P(C2C=CC=CC=2)C2C=CC=CC=2)=CC=1.C(=O)([O-])[O-].[K+].[K+]. (3) Given the product [CH3:1][C:2]1[CH:7]=[CH:6][N:5]=[C:4]([N+:14]([O-:16])=[O:15])[C:3]=1[OH:8], predict the reactants needed to synthesize it. The reactants are: [CH3:1][C:2]1[CH:7]=[CH:6][N:5]=[CH:4][C:3]=1[OH:8].OS(O)(=O)=O.[N+:14]([O-])([OH:16])=[O:15].[OH-].[Na+]. (4) Given the product [NH:1]1[C:5]2[CH:6]=[CH:7][CH:8]=[CH:9][C:4]=2[N:3]=[C:2]1[CH2:10][N:11]([CH2:12][CH:13]([O:14][CH3:15])[O:16][CH3:17])[C:28]([C:25]1[NH:26][CH:27]=[C:23]([C:21](=[O:22])[C:20]2[C:19]([F:18])=[CH:34][C:33]([F:35])=[CH:32][C:31]=2[F:36])[CH:24]=1)=[O:29], predict the reactants needed to synthesize it. The reactants are: [NH:1]1[C:5]2[CH:6]=[CH:7][CH:8]=[CH:9][C:4]=2[N:3]=[C:2]1[CH2:10][NH:11][CH2:12][CH:13]([O:16][CH3:17])[O:14][CH3:15].[F:18][C:19]1[CH:34]=[C:33]([F:35])[CH:32]=[C:31]([F:36])[C:20]=1[C:21]([C:23]1[CH:24]=[C:25]([C:28](O)=[O:29])[NH:26][CH:27]=1)=[O:22].C(Cl)CCl.C1C=CC2N(O)N=NC=2C=1.